Dataset: Full USPTO retrosynthesis dataset with 1.9M reactions from patents (1976-2016). Task: Predict the reactants needed to synthesize the given product. (1) Given the product [Br:21][C:18]1[CH:17]=[CH:16][C:15]([CH:6]([C:7]2[CH:12]=[CH:11][C:10]([Cl:13])=[C:9]([F:14])[CH:8]=2)[CH2:5][C:4]([OH:24])=[O:3])=[CH:20][CH:19]=1, predict the reactants needed to synthesize it. The reactants are: C([O:3][C:4](=[O:24])[CH:5](C#N)[CH:6]([C:15]1[CH:20]=[CH:19][C:18]([Br:21])=[CH:17][CH:16]=1)[C:7]1[CH:12]=[CH:11][C:10]([Cl:13])=[C:9]([F:14])[CH:8]=1)C.C(O)(=O)C.S(=O)(=O)(O)O. (2) Given the product [O:25]=[C:23]1[CH2:22][N:21]2[C:26](=[O:29])[CH2:27][CH2:28][CH:20]2[CH2:19][N:24]1[C:2]1[CH:3]=[N:4][N:5]2[CH2:10][C@H:9]([CH3:11])[N:8]([C:12]([O:14][C:15]([CH3:18])([CH3:17])[CH3:16])=[O:13])[CH2:7][C:6]=12, predict the reactants needed to synthesize it. The reactants are: I[C:2]1[CH:3]=[N:4][N:5]2[CH2:10][C@H:9]([CH3:11])[N:8]([C:12]([O:14][C:15]([CH3:18])([CH3:17])[CH3:16])=[O:13])[CH2:7][C:6]=12.[CH2:19]1[NH:24][C:23](=[O:25])[CH2:22][N:21]2[C:26](=[O:29])[CH2:27][CH2:28][CH:20]12.CN[C@@H]1CCCC[C@H]1NC.[O-]P([O-])([O-])=O.[K+].[K+].[K+]. (3) Given the product [CH3:3][O:4][CH2:5][CH2:6][C:7]1[CH:12]=[CH:11][C:10]([NH2:13])=[CH:9][C:8]=1[NH2:16], predict the reactants needed to synthesize it. The reactants are: [H][H].[CH3:3][O:4][CH2:5][CH2:6][C:7]1[CH:12]=[CH:11][C:10]([N+:13]([O-])=O)=[CH:9][C:8]=1[N+:16]([O-])=O. (4) Given the product [CH2:8]([C:5]1[N:6]=[CH:7][C:2]([C:17]2[CH:11]=[CH:12][C:13]([CH3:27])=[C:14]([CH:16]=2)[NH2:15])=[CH:3][CH:4]=1)[CH3:9], predict the reactants needed to synthesize it. The reactants are: Br[C:2]1[CH:3]=[CH:4][C:5]([CH2:8][CH3:9])=[N:6][CH:7]=1.C[C:11]1[CH:17]=[CH:16][C:14]([NH2:15])=[CH:13][C:12]=1B1OC(C)(C)C(C)(C)O1.[C:27](=O)(O)[O-].[Na+]. (5) Given the product [CH2:1]([O:3][CH2:4][C:5]1[N:6]([O:18][CH2:27][CH2:26][NH:25][C:24](=[O:29])[O:23][C:19]([CH3:22])([CH3:21])[CH3:20])[C:7]2[C:16]3[CH:15]=[CH:14][CH:13]=[CH:12][C:11]=3[N:10]=[CH:9][C:8]=2[N:17]=1)[CH3:2], predict the reactants needed to synthesize it. The reactants are: [CH2:1]([O:3][CH2:4][C:5]1[N:6]([OH:18])[C:7]2[C:16]3[CH:15]=[CH:14][CH:13]=[CH:12][C:11]=3[N:10]=[CH:9][C:8]=2[N:17]=1)[CH3:2].[C:19]([O:23][C:24](=[O:29])[NH:25][CH2:26][CH2:27]O)([CH3:22])([CH3:21])[CH3:20].C1(P(C2C=CC=CC=2)C2C=CC=CC=2)C=CC=CC=1.CC(OC(/N=N/C(OC(C)C)=O)=O)C. (6) Given the product [CH3:10][O:9][CH2:8][C:5]1[CH:4]=[CH:3][C:2]([B:11]2[O:15][C:14]([CH3:17])([CH3:16])[C:13]([CH3:19])([CH3:18])[O:12]2)=[CH:7][N:6]=1, predict the reactants needed to synthesize it. The reactants are: Br[C:2]1[CH:3]=[CH:4][C:5]([CH2:8][O:9][CH3:10])=[N:6][CH:7]=1.[B:11]1([B:11]2[O:15][C:14]([CH3:17])([CH3:16])[C:13]([CH3:19])([CH3:18])[O:12]2)[O:15][C:14]([CH3:17])([CH3:16])[C:13]([CH3:19])([CH3:18])[O:12]1.C([O-])(=O)C.[K+]. (7) Given the product [Cl:35][C:29]1[CH:30]=[CH:31][CH:32]=[C:33]([Cl:34])[C:28]=1[N:21]1[C:20]([CH2:19][O:18][C:15]2[CH:16]=[CH:17][C:12]([C:11]#[C:10][C:7]3[CH:6]=[CH:5][C:4]([C:3]([OH:37])=[O:2])=[CH:9][CH:8]=3)=[C:13]([CH3:36])[CH:14]=2)=[C:24]([CH:25]([CH3:27])[CH3:26])[N:23]=[N:22]1, predict the reactants needed to synthesize it. The reactants are: C[O:2][C:3](=[O:37])[C:4]1[CH:9]=[CH:8][C:7]([C:10]#[C:11][C:12]2[CH:17]=[CH:16][C:15]([O:18][CH2:19][C:20]3[N:21]([C:28]4[C:33]([Cl:34])=[CH:32][CH:31]=[CH:30][C:29]=4[Cl:35])[N:22]=[N:23][C:24]=3[CH:25]([CH3:27])[CH3:26])=[CH:14][C:13]=2[CH3:36])=[CH:6][CH:5]=1.[OH-].[Li+].